This data is from Catalyst prediction with 721,799 reactions and 888 catalyst types from USPTO. The task is: Predict which catalyst facilitates the given reaction. (1) The catalyst class is: 170. Reactant: [C:1]1([S:7]([N:10]2[C:14]3[N:15]=[CH:16][N:17]=[C:18](Cl)[C:13]=3[CH:12]=[C:11]2[C:20]2[CH:25]=[CH:24][N:23]=[C:22]([O:26][CH3:27])[CH:21]=2)(=[O:9])=[O:8])[CH:6]=[CH:5][CH:4]=[CH:3][CH:2]=1.[C:28]1([CH3:49])[CH:33]=[CH:32][C:31]([C:34]2[NH:38][C:37]([CH:39]3[CH2:44][CH2:43][NH:42][CH2:41][CH2:40]3)=[N:36][C:35]=2[C:45]([F:48])([F:47])[F:46])=[CH:30][CH:29]=1.C(#N)C. Product: [C:1]1([S:7]([N:10]2[C:14]3[N:15]=[CH:16][N:17]=[C:18]([N:42]4[CH2:43][CH2:44][CH:39]([C:37]5[NH:38][C:34]([C:31]6[CH:30]=[CH:29][C:28]([CH3:49])=[CH:33][CH:32]=6)=[C:35]([C:45]([F:46])([F:47])[F:48])[N:36]=5)[CH2:40][CH2:41]4)[C:13]=3[CH:12]=[C:11]2[C:20]2[CH:25]=[CH:24][N:23]=[C:22]([O:26][CH3:27])[CH:21]=2)(=[O:9])=[O:8])[CH:6]=[CH:5][CH:4]=[CH:3][CH:2]=1. (2) Reactant: Br[C:2]1[C:3]2[CH2:12][S:11][CH2:10][C:4]=2[S:5][C:6]=1[C:7]([OH:9])=[O:8].[Li]CCCC.[F:18]N(S(C1C=CC=CC=1)(=O)=O)S(C1C=CC=CC=1)(=O)=O.O. Product: [F:18][C:2]1[C:3]2[CH2:12][S:11][CH2:10][C:4]=2[S:5][C:6]=1[C:7]([OH:9])=[O:8]. The catalyst class is: 1. (3) Reactant: FC(F)(F)C(O)=O.[C:8]1([CH2:14][O:15][C:16]([N:18]2[CH2:23][CH2:22][N:21]([C:24]3[CH:41]=[CH:40][C:27]4[CH2:28][CH2:29][N:30](C(OC(C)(C)C)=O)[CH2:31][CH2:32][C:26]=4[CH:25]=3)[CH2:20][CH2:19]2)=[O:17])[CH:13]=[CH:12][CH:11]=[CH:10][CH:9]=1. Product: [CH2:28]1[C:27]2[CH:40]=[CH:41][C:24]([N:21]3[CH2:20][CH2:19][N:18]([C:16]([O:15][CH2:14][C:8]4[CH:13]=[CH:12][CH:11]=[CH:10][CH:9]=4)=[O:17])[CH2:23][CH2:22]3)=[CH:25][C:26]=2[CH2:32][CH2:31][NH:30][CH2:29]1. The catalyst class is: 4. (4) Reactant: [CH:1]1([NH:4][C:5]([C:7]2[N:8]=[N:9][N:10]([C:38]3[CH:43]=[CH:42][C:41]([C:44]([NH:46][CH2:47][CH3:48])=[O:45])=[CH:40][CH:39]=3)[C:11]=2/[CH:12]=[CH:13]/[C:14]2[N:15](C(C3C=CC=CC=3)(C3C=CC=CC=3)C3C=CC=CC=3)[CH:16]=[CH:17][N:18]=2)=[O:6])[CH2:3][CH2:2]1. Product: [CH:1]1([NH:4][C:5]([C:7]2[N:8]=[N:9][N:10]([C:38]3[CH:39]=[CH:40][C:41]([C:44]([NH:46][CH2:47][CH3:48])=[O:45])=[CH:42][CH:43]=3)[C:11]=2/[CH:12]=[CH:13]/[C:14]2[NH:18][CH:17]=[CH:16][N:15]=2)=[O:6])[CH2:2][CH2:3]1. The catalyst class is: 55. (5) Reactant: [CH3:1][O:2][CH2:3][O:4][C:5]1[CH:6]=[C:7]([CH2:15][CH2:16][OH:17])[CH:8]=[C:9]([O:11][CH2:12][O:13][CH3:14])[CH:10]=1.[H-].[Na+].[CH3:20]I.[Cl-].[NH4+]. Product: [CH3:1][O:2][CH2:3][O:4][C:5]1[CH:6]=[C:7]([CH2:15][CH2:16][O:17][CH3:20])[CH:8]=[C:9]([O:11][CH2:12][O:13][CH3:14])[CH:10]=1. The catalyst class is: 35. (6) Reactant: [Cl:1][C:2]1[CH:3]=[CH:4][C:5]([O:28][CH2:29][CH:30]([CH3:32])[CH3:31])=[C:6]([CH2:8][N:9]2[C:13]([CH3:14])=[CH:12][C:11]([C:15]([NH:17][C:18]3[CH:23]=[CH:22][C:21]([CH:24]=O)=[C:20]([O:26][CH3:27])[CH:19]=3)=[O:16])=[N:10]2)[CH:7]=1.[NH:33]1[CH2:38][CH2:37][O:36][CH2:35][CH2:34]1.C(O[BH-](OC(=O)C)OC(=O)C)(=O)C.[Na+].C(OCC)(=O)C. Product: [ClH:1].[Cl:1][C:2]1[CH:3]=[CH:4][C:5]([O:28][CH2:29][CH:30]([CH3:32])[CH3:31])=[C:6]([CH2:8][N:9]2[C:13]([CH3:14])=[CH:12][C:11]([C:15]([NH:17][C:18]3[CH:23]=[CH:22][C:21]([CH2:24][N:33]4[CH2:38][CH2:37][O:36][CH2:35][CH2:34]4)=[C:20]([O:26][CH3:27])[CH:19]=3)=[O:16])=[N:10]2)[CH:7]=1. The catalyst class is: 334. (7) Reactant: [CH2:1]([O:3][C:4](=[O:17])[CH2:5][N:6]1[C:14]2[C:9](=[CH:10][C:11]([F:15])=[CH:12][CH:13]=2)[CH:8]=[C:7]1[CH3:16])[CH3:2].[C:18]1([S:24]([C:27]2[CH:28]=[C:29]([CH:32]=[CH:33][N:34]=2)C=O)(=[O:26])=[O:25])[CH:23]=[CH:22][CH:21]=[CH:20][CH:19]=1.[Si](OS(C(F)(F)F)(=O)=O)(C)(C)[CH3:36].C([SiH](CC)CC)C. Product: [CH2:1]([O:3][C:4](=[O:17])[CH2:5][N:6]1[C:14]2[C:9](=[CH:10][C:11]([F:15])=[CH:12][CH:13]=2)[C:8]([CH2:36][C:28]2[C:27]([S:24]([C:18]3[CH:19]=[CH:20][CH:21]=[CH:22][CH:23]=3)(=[O:25])=[O:26])=[N:34][CH:33]=[CH:32][CH:29]=2)=[C:7]1[CH3:16])[CH3:2]. The catalyst class is: 4.